Dataset: Catalyst prediction with 721,799 reactions and 888 catalyst types from USPTO. Task: Predict which catalyst facilitates the given reaction. (1) Reactant: [C:1]([O:5][C:6]([N:8]([CH2:31][C@H:32]([OH:39])[C:33]1[CH:34]=[N:35][CH:36]=[CH:37][CH:38]=1)[CH2:9][CH2:10][C:11]1[CH:16]=[CH:15][C:14]([C:17]2[CH:22]=[CH:21][C:20]([C:23](O)=[O:24])=[C:19]([O:26][CH2:27][CH:28]([CH3:30])[CH3:29])[CH:18]=2)=[CH:13][CH:12]=1)=[O:7])([CH3:4])([CH3:3])[CH3:2].C(N1C=CN=C1)(N1C=CN=C1)=O.[CH3:52][S:53]([NH2:56])(=[O:55])=[O:54].N1CCCN2CCCCCC=12.Cl. Product: [OH:39][C@H:32]([C:33]1[CH:34]=[N:35][CH:36]=[CH:37][CH:38]=1)[CH2:31][N:8]([CH2:9][CH2:10][C:11]1[CH:16]=[CH:15][C:14]([C:17]2[CH:22]=[CH:21][C:20]([C:23]([NH:56][S:53]([CH3:52])(=[O:55])=[O:54])=[O:24])=[C:19]([O:26][CH2:27][CH:28]([CH3:29])[CH3:30])[CH:18]=2)=[CH:13][CH:12]=1)[C:6](=[O:7])[O:5][C:1]([CH3:3])([CH3:2])[CH3:4]. The catalyst class is: 35. (2) Reactant: [OH:1][CH2:2][C@@H:3]([NH:5][C:6](=[O:12])[O:7][C:8]([CH3:11])([CH3:10])[CH3:9])[CH3:4].CCN(CC)CC.[CH3:20][S:21](Cl)(=[O:23])=[O:22]. Product: [CH3:20][S:21]([O:1][CH2:2][C@@H:3]([NH:5][C:6]([O:7][C:8]([CH3:11])([CH3:10])[CH3:9])=[O:12])[CH3:4])(=[O:23])=[O:22]. The catalyst class is: 2. (3) Reactant: [Br:1][C:2]1[CH:9]=[CH:8][C:5]([CH:6]=O)=[CH:4][CH:3]=1.C([CH2:13][S:14]([CH2:17][S:18]([CH2:21][C:22](O)=O)(=[O:20])=[O:19])(=[O:16])=[O:15])(O)=O. Product: [Br:1][C:2]1[CH:9]=[CH:8][C:5](/[CH:6]=[CH:13]/[S:14]([CH2:17][S:18](/[CH:21]=[CH:22]/[C:5]2[CH:8]=[CH:9][C:2]([Br:1])=[CH:3][CH:4]=2)(=[O:20])=[O:19])(=[O:16])=[O:15])=[CH:4][CH:3]=1. The catalyst class is: 15. (4) Reactant: [CH3:1][C:2]1[C:11]2[C:6](=[CH:7][CH:8]=[CH:9][CH:10]=2)[C:5]([N+:12]([O-])=O)=[CH:4][C:3]=1N. Product: [CH3:1][C:2]1[C:11]2[C:6](=[CH:7][CH:8]=[CH:9][CH:10]=2)[C:5]([NH2:12])=[CH:4][CH:3]=1. The catalyst class is: 171. (5) Reactant: [OH:1][C:2]1[C:27]([O:28][CH3:29])=[CH:26][C:5]2[C:6]3[N:11]([CH:12]([C:14]([CH3:19])([CH3:18])[CH2:15][O:16][CH3:17])[CH2:13][C:4]=2[CH:3]=1)[CH:10]=[C:9]([C:20]([O:22][CH2:23][CH3:24])=[O:21])[C:8](=[O:25])[CH:7]=3.[Br:30][CH2:31][CH2:32][CH2:33]Br.C([O-])([O-])=O.[K+].[K+]. Product: [Br:30][CH2:31][CH2:32][CH2:33][O:1][C:2]1[C:27]([O:28][CH3:29])=[CH:26][C:5]2[C:6]3[N:11]([CH:12]([C:14]([CH3:18])([CH3:19])[CH2:15][O:16][CH3:17])[CH2:13][C:4]=2[CH:3]=1)[CH:10]=[C:9]([C:20]([O:22][CH2:23][CH3:24])=[O:21])[C:8](=[O:25])[CH:7]=3. The catalyst class is: 3.